Dataset: Catalyst prediction with 721,799 reactions and 888 catalyst types from USPTO. Task: Predict which catalyst facilitates the given reaction. (1) Reactant: [Cl:1][C:2]1[C:9]([N+:10]([O-])=O)=[CH:8][C:5]([C:6]#[N:7])=[CH:4][C:3]=1[N+:13]([O-:15])=[O:14]. Product: [NH2:10][C:9]1[CH:8]=[C:5]([CH:4]=[C:3]([N+:13]([O-:15])=[O:14])[C:2]=1[Cl:1])[C:6]#[N:7].[NH2:13][C:3]1[CH:4]=[C:5]([CH:8]=[C:9]([NH2:10])[C:2]=1[Cl:1])[C:6]#[N:7]. The catalyst class is: 770. (2) Reactant: [C:1]([S:5][C:6]1[CH:11]=[CH:10][C:9]([NH2:12])=[CH:8][CH:7]=1)([CH3:4])([CH3:3])[CH3:2].[C:13]([O:17][CH2:18][CH3:19])(=[O:16])[CH:14]=[CH2:15].C(N(CC)CC)C. Product: [C:1]([S:5][C:6]1[CH:7]=[CH:8][C:9]([NH:12][CH2:15][CH2:14][C:13]([O:17][CH2:18][CH3:19])=[O:16])=[CH:10][CH:11]=1)([CH3:4])([CH3:2])[CH3:3]. The catalyst class is: 8. (3) Reactant: [C:1]([O:5][C:6]([NH:8][CH2:9][C:10]([N:12]1[CH2:17][CH2:16][C:15]([CH2:21][OH:22])([C:18]([OH:20])=O)[CH2:14][CH2:13]1)=[O:11])=[O:7])([CH3:4])([CH3:3])[CH3:2].[CH3:23]N(C(ON1N=NC2C=CC=CC1=2)=[N+](C)C)C.F[P-](F)(F)(F)(F)F.[F:47][C:48]1[CH:49]=[C:50]([CH:53]=[CH:54][CH:55]=1)[CH2:51][NH2:52].CCN(C(C)C)C(C)C. Product: [F:47][C:48]1[C:49]([CH3:23])=[C:50]([CH:53]=[CH:54][CH:55]=1)[CH2:51][NH:52][C:18]([C:15]1([CH2:21][OH:22])[CH2:14][CH2:13][N:12]([C:10](=[O:11])[CH2:9][NH:8][C:6](=[O:7])[O:5][C:1]([CH3:3])([CH3:4])[CH3:2])[CH2:17][CH2:16]1)=[O:20]. The catalyst class is: 3.